Dataset: Full USPTO retrosynthesis dataset with 1.9M reactions from patents (1976-2016). Task: Predict the reactants needed to synthesize the given product. (1) Given the product [C:20](=[N:17][N:5]1[C:6]2[C:15]3[CH:14]=[CH:13][CH:12]=[CH:11][C:10]=3[N:9]=[CH:8][C:7]=2[N:16]=[C:4]1[CH2:1][CH2:2][CH3:3])([CH3:22])[CH3:21], predict the reactants needed to synthesize it. The reactants are: [CH2:1]([C:4]1[N:5]([NH2:17])[C:6]2[C:15]3[CH:14]=[CH:13][CH:12]=[CH:11][C:10]=3[N:9]=[CH:8][C:7]=2[N:16]=1)[CH2:2][CH3:3].CO[C:20](OC)([CH3:22])[CH3:21]. (2) Given the product [CH3:18][S:15]([C:12]1[CH:13]=[CH:14][C:9]([OH:8])=[CH:10][C:11]=1[O:19][CH3:20])(=[O:16])=[O:17], predict the reactants needed to synthesize it. The reactants are: C([O:8][C:9]1[CH:14]=[CH:13][C:12]([S:15]([CH3:18])(=[O:17])=[O:16])=[C:11]([O:19][CH3:20])[CH:10]=1)C1C=CC=CC=1. (3) Given the product [NH2:28][C:2]1[CH:3]=[C:4]2[C:8](=[CH:9][CH:10]=1)[N:7]([CH3:11])[C:6](=[O:12])[C:5]12[CH2:14][CH2:13]1, predict the reactants needed to synthesize it. The reactants are: Br[C:2]1[CH:3]=[C:4]2[C:8](=[CH:9][CH:10]=1)[N:7]([CH3:11])[C:6](=[O:12])[C:5]12[CH2:14][CH2:13]1.C(=[NH:28])(C1C=CC=CC=1)C1C=CC=CC=1.C(=O)([O-])[O-].[Cs+].[Cs+].C1(P(C2C=CC=CC=2)C2C=CC3C(=CC=CC=3)C=2C2C3C(=CC=CC=3)C=CC=2P(C2C=CC=CC=2)C2C=CC=CC=2)C=CC=CC=1.Cl. (4) Given the product [Cl:28][C:29]1[CH:34]=[CH:33][CH:32]=[C:31]([F:35])[C:30]=1[CH2:36][N:37]([CH2:1][C:3]1[CH:4]=[C:5]([CH2:9][N:10]2[CH2:11][CH2:12][N:13]([C:16]3[C:21]([C:22]([O:24][CH:25]([CH3:27])[CH3:26])=[O:23])=[CH:20][CH:19]=[CH:18][N:17]=3)[CH2:14][CH2:15]2)[CH:6]=[CH:7][CH:8]=1)[CH2:38][CH3:39], predict the reactants needed to synthesize it. The reactants are: [CH:1]([C:3]1[CH:4]=[C:5]([CH2:9][N:10]2[CH2:15][CH2:14][N:13]([C:16]3[C:21]([C:22]([O:24][CH:25]([CH3:27])[CH3:26])=[O:23])=[CH:20][CH:19]=[CH:18][N:17]=3)[CH2:12][CH2:11]2)[CH:6]=[CH:7][CH:8]=1)=O.[Cl:28][C:29]1[CH:34]=[CH:33][CH:32]=[C:31]([F:35])[C:30]=1[CH2:36][NH:37][CH2:38][CH3:39].C(O)(=O)C.C(O[BH-](OC(=O)C)OC(=O)C)(=O)C.[Na+]. (5) The reactants are: [F:1][C:2]1[C:3]([O:30][CH3:31])=[C:4]([C@H:8]([CH3:29])[CH2:9][C@@:10]([C:25]([F:28])([F:27])[F:26])([OH:24])[CH:11]=NC2C=CC=C3C=2C=CC(C)=N3)[CH:5]=[CH:6][CH:7]=1.B(Br)(Br)Br.C([O-])(O)=[O:37].[Na+]. Given the product [F:1][C:2]1[C:3]([O:30][CH3:31])=[C:4]([C@@H:8]([CH3:29])[CH2:9][C@:10]([OH:24])([C:25]([F:26])([F:27])[F:28])[CH:11]=[O:37])[CH:5]=[CH:6][CH:7]=1, predict the reactants needed to synthesize it. (6) Given the product [CH3:25][C:23]1[CH:24]=[C:20]([CH3:19])[NH:21][C:22]=1/[CH:17]=[C:4]1\[N:5]=[C:6]([C:8]2[NH:16][C:11]3=[N:12][CH:13]=[CH:14][CH:15]=[C:10]3[CH:9]=2)[CH:7]=[C:3]\1[O:2][CH3:1], predict the reactants needed to synthesize it. The reactants are: [CH3:1][O:2][C:3]1[CH:7]=[C:6]([C:8]2[NH:16][C:11]3=[N:12][CH:13]=[CH:14][CH:15]=[C:10]3[CH:9]=2)[NH:5][C:4]=1[CH:17]=O.[CH3:19][C:20]1[NH:21][CH:22]=[C:23]([CH3:25])[CH:24]=1.Cl. (7) Given the product [CH3:16][C@H:17]1[NH:18][C@@H:19]([CH3:23])[CH2:20][N:21]([CH2:2][C:3]([NH:5][C:6]2[CH:15]=[CH:14][CH:13]=[C:12]3[C:7]=2[CH:8]=[CH:9][CH:10]=[N:11]3)=[O:4])[CH2:22]1, predict the reactants needed to synthesize it. The reactants are: Cl[CH2:2][C:3]([NH:5][C:6]1[CH:15]=[CH:14][CH:13]=[C:12]2[C:7]=1[CH:8]=[CH:9][CH:10]=[N:11]2)=[O:4].[CH3:16][C@H:17]1[CH2:22][NH:21][CH2:20][C@@H:19]([CH3:23])[NH:18]1.C(=O)(O)[O-].[Na+]. (8) Given the product [Br:2]/[C:3](/[C:11]1[NH:12][C:13](=[O:18])[C:14]([Cl:17])=[CH:15][CH:16]=1)=[CH:4]\[C@H:5]1[CH2:6][CH2:7][C:8](=[O:10])[NH:9]1, predict the reactants needed to synthesize it. The reactants are: Br.[Br:2]/[C:3](/[C:11]1[CH:16]=[CH:15][C:14]([Cl:17])=[C:13]([O:18]C)[N:12]=1)=[CH:4]\[C@@H:5]1[NH:9][C:8](=[O:10])[CH2:7][CH2:6]1.O. (9) Given the product [CH3:20][NH:19][C:15]1[N:14]=[C:13]([C:12]2[C:7]([O:6][C:5]3[CH:21]=[CH:22][C:2]([NH:1][C:24]([NH2:23])=[O:25])=[CH:3][CH:4]=3)=[N:8][CH:9]=[CH:10][CH:11]=2)[CH:18]=[CH:17][N:16]=1, predict the reactants needed to synthesize it. The reactants are: [NH2:1][C:2]1[CH:22]=[CH:21][C:5]([O:6][C:7]2[C:12]([C:13]3[CH:18]=[CH:17][N:16]=[C:15]([NH:19][CH3:20])[N:14]=3)=[CH:11][CH:10]=[CH:9][N:8]=2)=[CH:4][CH:3]=1.[N-:23]=[C:24]=[O:25].[K+].O.